Dataset: Forward reaction prediction with 1.9M reactions from USPTO patents (1976-2016). Task: Predict the product of the given reaction. (1) Given the reactants [CH3:1][S:2]([NH:5][CH:6]1[C:12]2[CH:13]=[CH:14][CH:15]=[CH:16][C:11]=2[O:10][CH2:9][CH2:8][CH2:7]1)(=[O:4])=[O:3].[H-].[Na+].I[CH2:20][CH2:21][CH2:22][CH3:23], predict the reaction product. The product is: [CH2:20]([N:5]([CH:6]1[C:12]2[CH:13]=[CH:14][CH:15]=[CH:16][C:11]=2[O:10][CH2:9][CH2:8][CH2:7]1)[S:2]([CH3:1])(=[O:3])=[O:4])[CH2:21][CH2:22][CH3:23]. (2) Given the reactants [S:1]1[CH:5]=[CH:4][N:3]=[CH:2]1.C([Mg]Cl)(C)C.[O:11]=[C:12]1[CH2:15][C:14]2([CH2:20][CH2:19][CH:18]([C:21]([O:23][CH2:24][CH3:25])=[O:22])[CH2:17][CH2:16]2)[CH2:13]1, predict the reaction product. The product is: [OH:11][C:12]1([C:2]2[S:1][CH:5]=[CH:4][N:3]=2)[CH2:15][C:14]2([CH2:20][CH2:19][CH:18]([C:21]([O:23][CH2:24][CH3:25])=[O:22])[CH2:17][CH2:16]2)[CH2:13]1. (3) The product is: [CH2:31]([CH:2]1[C:11]2[C:6](=[N:7][C:8]([C:18]3[CH:23]=[CH:22][CH:21]=[CH:20][CH:19]=3)=[C:9]([C:12]3[CH:17]=[CH:16][CH:15]=[CH:14][CH:13]=3)[N:10]=2)[NH:5][CH2:4][CH2:3]1)[CH3:32]. Given the reactants Br[CH:2]1[C:11]2[C:6](=[N:7][C:8]([C:18]3[CH:23]=[CH:22][CH:21]=[CH:20][CH:19]=3)=[C:9]([C:12]3[CH:17]=[CH:16][CH:15]=[CH:14][CH:13]=3)[N:10]=2)[N:5](C(OC(C)(C)C)=O)[CH2:4][CH2:3]1.[CH2:31]1COC[CH2:32]1.[Cl-].[NH4+], predict the reaction product. (4) The product is: [C:1]([O:5][CH3:6])(=[O:4])[CH:2]=[CH2:3].[C:1]([O:5][CH2:6][CH2:7][CH2:8][CH2:9][CH2:10][CH2:11][CH2:12][CH2:13][CH2:14][CH2:15][CH2:16][CH2:17][CH2:18][CH2:19][CH2:20][CH2:21][CH2:22][CH2:23][CH2:24][CH2:25][CH2:26][CH3:27])(=[O:4])[CH:2]=[CH2:3]. Given the reactants [C:1]([O:5][CH2:6][CH2:7][CH2:8][CH2:9][CH2:10][CH2:11][CH2:12][CH2:13][CH2:14][CH2:15][CH2:16][CH2:17][CH2:18][CH2:19][CH2:20][CH2:21][CH2:22][CH2:23][CH2:24][CH2:25][CH2:26][CH3:27])(=[O:4])[CH:2]=[CH2:3].C(OC)(=O)C=C.C(S)CCCCCCCCCCC, predict the reaction product. (5) The product is: [Br:16][C:5]1[C:6]2[C:11](=[CH:10][C:9]([N+:12]([O-:14])=[O:13])=[CH:8][CH:7]=2)[N:3]([CH2:1][CH3:2])[C:4]=1[CH3:15].[CH2:1]([N:3]1[C:11]2[C:6](=[CH:7][CH:8]=[C:9]([N+:12]([O-:14])=[O:13])[CH:10]=2)[CH:5]=[C:4]1[CH3:15])[CH3:2]. Given the reactants [CH2:1]([N:3]1[C:11]2[C:6](=[CH:7][CH:8]=[C:9]([N+:12]([O-:14])=[O:13])[CH:10]=2)[CH:5]=[C:4]1[CH3:15])[CH3:2].[Br:16]NC(=O)CCC(N)=O.C(OCC)(=O)C, predict the reaction product. (6) Given the reactants [F:1][C:2]1[CH:3]=[C:4]([CH:30]=[CH:31][CH:32]=1)[O:5][C:6]1[CH:29]=[CH:28][C:9]([O:10][C:11]2[N:19]=[CH:18][C:17]([N:20]3[CH2:27][CH:26]4[CH:22]([CH2:23][NH:24][CH2:25]4)[CH2:21]3)=[CH:16][C:12]=2[C:13]([NH2:15])=[O:14])=[CH:8][CH:7]=1.C(N(CC)C(C)C)(C)C.[C:42](Cl)(=[O:45])[CH:43]=[CH2:44], predict the reaction product. The product is: [C:42]([N:24]1[CH2:25][CH:26]2[CH2:27][N:20]([C:17]3[CH:18]=[N:19][C:11]([O:10][C:9]4[CH:28]=[CH:29][C:6]([O:5][C:4]5[CH:30]=[CH:31][CH:32]=[C:2]([F:1])[CH:3]=5)=[CH:7][CH:8]=4)=[C:12]([CH:16]=3)[C:13]([NH2:15])=[O:14])[CH2:21][CH:22]2[CH2:23]1)(=[O:45])[CH:43]=[CH2:44]. (7) Given the reactants [CH3:1][C:2]([CH3:4])=[O:3].[Br:5][C:6]1[CH:13]=[CH:12][C:9]([CH:10]=[O:11])=[CH:8][CH:7]=1, predict the reaction product. The product is: [OH:11][CH:10]([C:9]1[CH:12]=[CH:13][C:6]([Br:5])=[CH:7][CH:8]=1)[CH2:1][C:2](=[O:3])[CH3:4]. (8) Given the reactants C[O:2][C:3]1[N:4]=[N:5][C:6]([S:9]([C:12]2[NH:13][C:14]3[C:19]([CH:20]=2)=[CH:18][CH:17]=[CH:16][CH:15]=3)(=[O:11])=[O:10])=[CH:7][CH:8]=1.Cl, predict the reaction product. The product is: [NH:13]1[C:14]2[C:19](=[CH:18][CH:17]=[CH:16][CH:15]=2)[CH:20]=[C:12]1[S:9]([C:6]1[CH:7]=[CH:8][C:3](=[O:2])[NH:4][N:5]=1)(=[O:11])=[O:10]. (9) Given the reactants [Br:1][C:2]1[CH:3]=[C:4]2[C:8](=[C:9]([C:11]([OH:13])=O)[CH:10]=1)[NH:7][CH:6]=[CH:5]2.C(Cl)CCl.C1C=CC2N(O)N=[N:24]C=2C=1.N, predict the reaction product. The product is: [Br:1][C:2]1[CH:3]=[C:4]2[C:8](=[C:9]([C:11]([NH2:24])=[O:13])[CH:10]=1)[NH:7][CH:6]=[CH:5]2.